Dataset: Forward reaction prediction with 1.9M reactions from USPTO patents (1976-2016). Task: Predict the product of the given reaction. Given the reactants FC(F)(F)C(O)=O.C1(OC)C=CC=CC=1.[CH2:16]([C:18]1[N:19]([CH3:43])[C:20]2[C:25]([N:26]=1)=[C:24]([N:27]1[CH2:32][CH2:31][O:30][CH2:29][CH2:28]1)[N:23]=[C:22]([S:33][CH2:34][C:35]1[CH:40]=[CH:39][C:38]([O:41][CH3:42])=[CH:37][CH:36]=1)[N:21]=2)[CH3:17].[N+:44](C1C=C(C=CC=1OC)CBr)([O-:46])=[O:45], predict the reaction product. The product is: [CH2:16]([C:18]1[N:19]([CH3:43])[C:20]2[C:25]([N:26]=1)=[C:24]([N:27]1[CH2:32][CH2:31][O:30][CH2:29][CH2:28]1)[N:23]=[C:22]([S:33][CH2:34][C:35]1[CH:40]=[CH:39][C:38]([O:41][CH3:42])=[C:37]([N+:44]([O-:46])=[O:45])[CH:36]=1)[N:21]=2)[CH3:17].